Predict the reaction yield, written as a fraction of the theoretical maximum amount of product (1.0 means a 100% yield; for example, 0.34 means a 34% yield). From a dataset of Reaction yield outcomes from USPTO patents with 853,638 reactions. (1) The reactants are [CH3:1][C:2]1[CH:25]=[CH:24][CH:23]=[CH:22][C:3]=1[CH2:4][N:5]1[CH2:9][CH2:8][N:7]([CH2:10][C:11]2[CH:20]=[CH:19][C:14]([C:15]([O:17]C)=[O:16])=[CH:13][CH:12]=2)[C:6]1=[O:21].[OH-].[Na+]. The catalyst is CO. The product is [CH3:1][C:2]1[CH:25]=[CH:24][CH:23]=[CH:22][C:3]=1[CH2:4][N:5]1[CH2:9][CH2:8][N:7]([CH2:10][C:11]2[CH:20]=[CH:19][C:14]([C:15]([OH:17])=[O:16])=[CH:13][CH:12]=2)[C:6]1=[O:21]. The yield is 0.920. (2) The reactants are [NH2:1][C:2]1[N:7]=[C:6]([N:8]2[CH2:13][CH2:12][N:11](C(OC(C)(C)C)=O)[CH2:10][CH2:9]2)[C:5]([NH2:21])=[C:4]([SH:22])[N:3]=1.[Br:23][C:24]1[CH:29]=[CH:28][C:27]([CH2:30][CH2:31][C:32](O)=O)=[CH:26][CH:25]=1. No catalyst specified. The product is [Br:23][C:24]1[CH:29]=[CH:28][C:27]([CH2:30][CH2:31][C:32]2[S:22][C:4]3[N:3]=[C:2]([NH2:1])[N:7]=[C:6]([N:8]4[CH2:9][CH2:10][NH:11][CH2:12][CH2:13]4)[C:5]=3[N:21]=2)=[CH:26][CH:25]=1. The yield is 0.700.